The task is: Predict which catalyst facilitates the given reaction.. This data is from Catalyst prediction with 721,799 reactions and 888 catalyst types from USPTO. (1) Reactant: [Br:1][C:2]1[N:7]=[C:6]([C:8]([O:10]C)=[O:9])[C:5]([O:12][CH3:13])=[CH:4][CH:3]=1.O[Li].O. Product: [Br:1][C:2]1[N:7]=[C:6]([C:8]([OH:10])=[O:9])[C:5]([O:12][CH3:13])=[CH:4][CH:3]=1. The catalyst class is: 38. (2) Reactant: [Cl:1][C:2]1[N:7]=[C:6]([NH:8][CH3:9])[N:5]=[C:4]([N:10]2[C@H:15]([CH3:16])[CH2:14][CH2:13][C@H:12]([C:17]([OH:19])=O)[CH2:11]2)[CH:3]=1.CCN(C(C)C)C(C)C.[CH:29]1([NH2:35])[CH2:34][CH2:33][CH2:32][CH2:31][CH2:30]1.CN(C(ON1N=NC2C=CC=NC1=2)=[N+](C)C)C.F[P-](F)(F)(F)(F)F. Product: [Cl:1][C:2]1[N:7]=[C:6]([NH:8][CH3:9])[N:5]=[C:4]([N:10]2[C@H:15]([CH3:16])[CH2:14][CH2:13][C@H:12]([C:17]([NH:35][CH:29]3[CH2:34][CH2:33][CH2:32][CH2:31][CH2:30]3)=[O:19])[CH2:11]2)[CH:3]=1. The catalyst class is: 2. (3) Reactant: Br[C:2]1[CH:3]=[CH:4][C:5]([N:8]2[CH2:13][CH2:12][N:11]([CH3:14])[C:10](=[O:15])[CH2:9]2)=[N:6][CH:7]=1.[CH3:16][C:17]1([CH3:33])[C:21]([CH3:23])([CH3:22])[O:20][B:19]([B:19]2[O:20][C:21]([CH3:23])([CH3:22])[C:17]([CH3:33])([CH3:16])[O:18]2)[O:18]1.ClCCl.C([O-])(=O)C.[K+]. Product: [CH3:14][N:11]1[CH2:12][CH2:13][N:8]([C:5]2[CH:4]=[CH:3][C:2]([B:19]3[O:20][C:21]([CH3:23])([CH3:22])[C:17]([CH3:33])([CH3:16])[O:18]3)=[CH:7][N:6]=2)[CH2:9][C:10]1=[O:15]. The catalyst class is: 75. (4) Reactant: CC1C=CC(S([CH:11]2[CH:15]([C:16]3[CH:21]=[C:20]([C:22]([NH2:24])=[O:23])[CH:19]=[CH:18][N:17]=3)O[CH:13]=[N:12]2)(=O)=O)=CC=1.[NH3:25]. Product: [NH:12]1[CH:11]=[C:15]([C:16]2[CH:21]=[C:20]([C:22]([NH2:24])=[O:23])[CH:19]=[CH:18][N:17]=2)[N:25]=[CH:13]1. The catalyst class is: 5. (5) Reactant: [CH3:1][O:2][C:3]1[CH:4]=[C:5]([NH:11][C:12]2[C:13]3[N:39]=[CH:38][S:37][C:14]=3[N:15]=[C:16]([N:18]3[CH2:22][CH2:21][CH:20]([NH:23][C:24]([C:26]4[CH:35]=[CH:34][C:29]([C:30]([O:32][CH3:33])=[O:31])=[C:28]([OH:36])[CH:27]=4)=[O:25])[CH2:19]3)[N:17]=2)[CH:6]=[CH:7][C:8]=1[O:9][CH3:10].CI.[C:42]([O-])([O-])=O.[K+].[K+].O. Product: [CH3:1][O:2][C:3]1[CH:4]=[C:5]([NH:11][C:12]2[C:13]3[N:39]=[CH:38][S:37][C:14]=3[N:15]=[C:16]([N:18]3[CH2:22][CH2:21][CH:20]([NH:23][C:24]([C:26]4[CH:35]=[CH:34][C:29]([C:30]([O:32][CH3:33])=[O:31])=[C:28]([O:36][CH3:42])[CH:27]=4)=[O:25])[CH2:19]3)[N:17]=2)[CH:6]=[CH:7][C:8]=1[O:9][CH3:10]. The catalyst class is: 3. (6) Reactant: [Cl:1][C:2]1[CH:20]=[C:19]([N+:21]([O-:23])=[O:22])[CH:18]=[C:17]([Cl:24])[C:3]=1[O:4][C:5]1[CH:6]=[CH:7][C:8]([O:15][CH3:16])=[C:9]([S:11](Cl)(=[O:13])=[O:12])[CH:10]=1.C(N(CC)CC)C.[CH:32]1([NH2:35])[CH2:34][CH2:33]1.Cl. Product: [CH:32]1([NH:35][S:11]([C:9]2[CH:10]=[C:5]([O:4][C:3]3[C:2]([Cl:1])=[CH:20][C:19]([N+:21]([O-:23])=[O:22])=[CH:18][C:17]=3[Cl:24])[CH:6]=[CH:7][C:8]=2[O:15][CH3:16])(=[O:13])=[O:12])[CH2:34][CH2:33]1. The catalyst class is: 6.